This data is from NCI-60 drug combinations with 297,098 pairs across 59 cell lines. The task is: Regression. Given two drug SMILES strings and cell line genomic features, predict the synergy score measuring deviation from expected non-interaction effect. (1) Drug 1: C1=CN(C(=O)N=C1N)C2C(C(C(O2)CO)O)O.Cl. Drug 2: CC1=C(C(CCC1)(C)C)C=CC(=CC=CC(=CC(=O)O)C)C. Cell line: DU-145. Synergy scores: CSS=6.12, Synergy_ZIP=-0.902, Synergy_Bliss=2.49, Synergy_Loewe=-22.8, Synergy_HSA=-1.83. (2) Drug 1: C1=NC2=C(N1)C(=S)N=C(N2)N. Drug 2: CCC(=C(C1=CC=CC=C1)C2=CC=C(C=C2)OCCN(C)C)C3=CC=CC=C3.C(C(=O)O)C(CC(=O)O)(C(=O)O)O. Cell line: MCF7. Synergy scores: CSS=37.3, Synergy_ZIP=-2.31, Synergy_Bliss=-2.81, Synergy_Loewe=-8.06, Synergy_HSA=-0.583. (3) Drug 1: CC12CCC3C(C1CCC2=O)CC(=C)C4=CC(=O)C=CC34C. Drug 2: CN(CCCl)CCCl.Cl. Cell line: LOX IMVI. Synergy scores: CSS=50.3, Synergy_ZIP=7.67, Synergy_Bliss=8.68, Synergy_Loewe=5.68, Synergy_HSA=10.3. (4) Drug 1: C1CCC(C1)C(CC#N)N2C=C(C=N2)C3=C4C=CNC4=NC=N3. Drug 2: CCCCCOC(=O)NC1=NC(=O)N(C=C1F)C2C(C(C(O2)C)O)O. Cell line: BT-549. Synergy scores: CSS=-4.46, Synergy_ZIP=2.06, Synergy_Bliss=1.15, Synergy_Loewe=-2.70, Synergy_HSA=-2.21. (5) Drug 1: CS(=O)(=O)CCNCC1=CC=C(O1)C2=CC3=C(C=C2)N=CN=C3NC4=CC(=C(C=C4)OCC5=CC(=CC=C5)F)Cl. Drug 2: CC(C)CN1C=NC2=C1C3=CC=CC=C3N=C2N. Cell line: HS 578T. Synergy scores: CSS=8.03, Synergy_ZIP=-4.87, Synergy_Bliss=-5.05, Synergy_Loewe=1.90, Synergy_HSA=-0.728. (6) Drug 1: CCC(=C(C1=CC=CC=C1)C2=CC=C(C=C2)OCCN(C)C)C3=CC=CC=C3.C(C(=O)O)C(CC(=O)O)(C(=O)O)O. Drug 2: CN1C(=O)N2C=NC(=C2N=N1)C(=O)N. Cell line: K-562. Synergy scores: CSS=22.8, Synergy_ZIP=0.925, Synergy_Bliss=-1.34, Synergy_Loewe=3.83, Synergy_HSA=5.12. (7) Drug 1: CC(CN1CC(=O)NC(=O)C1)N2CC(=O)NC(=O)C2. Drug 2: COC1=NC(=NC2=C1N=CN2C3C(C(C(O3)CO)O)O)N. Cell line: MALME-3M. Synergy scores: CSS=19.2, Synergy_ZIP=-2.19, Synergy_Bliss=4.89, Synergy_Loewe=0.593, Synergy_HSA=3.37. (8) Drug 1: CN1C(=O)N2C=NC(=C2N=N1)C(=O)N. Synergy scores: CSS=2.96, Synergy_ZIP=-0.409, Synergy_Bliss=-1.24, Synergy_Loewe=2.91, Synergy_HSA=-1.43. Drug 2: C(CN)CNCCSP(=O)(O)O. Cell line: HOP-62. (9) Drug 1: C1=CC(=CC=C1CCC2=CNC3=C2C(=O)NC(=N3)N)C(=O)NC(CCC(=O)O)C(=O)O. Drug 2: CC1=C(C=C(C=C1)C(=O)NC2=CC(=CC(=C2)C(F)(F)F)N3C=C(N=C3)C)NC4=NC=CC(=N4)C5=CN=CC=C5. Cell line: HOP-92. Synergy scores: CSS=17.3, Synergy_ZIP=-1.60, Synergy_Bliss=5.07, Synergy_Loewe=4.70, Synergy_HSA=5.85. (10) Drug 1: C1CCC(C1)C(CC#N)N2C=C(C=N2)C3=C4C=CNC4=NC=N3. Drug 2: CC1C(C(=O)NC(C(=O)N2CCCC2C(=O)N(CC(=O)N(C(C(=O)O1)C(C)C)C)C)C(C)C)NC(=O)C3=C4C(=C(C=C3)C)OC5=C(C(=O)C(=C(C5=N4)C(=O)NC6C(OC(=O)C(N(C(=O)CN(C(=O)C7CCCN7C(=O)C(NC6=O)C(C)C)C)C)C(C)C)C)N)C. Cell line: SK-OV-3. Synergy scores: CSS=4.05, Synergy_ZIP=6.44, Synergy_Bliss=7.41, Synergy_Loewe=6.10, Synergy_HSA=6.21.